From a dataset of Full USPTO retrosynthesis dataset with 1.9M reactions from patents (1976-2016). Predict the reactants needed to synthesize the given product. (1) Given the product [CH:9]1[CH:8]=[CH:7][C:6]2[S:2][N:3]=[C:4]([N:11]3[CH2:12][CH2:13][N:14]([CH2:17][CH2:18][C:19]4[CH:20]=[C:21]5[CH2:22][C:23](=[O:29])[NH:24][C:25]5=[CH:26][C:27]=4[Cl:28])[CH2:15][CH2:16]3)[C:5]=2[CH:10]=1.[BrH:1], predict the reactants needed to synthesize it. The reactants are: [BrH:1].[S:2]1[C:6]2[CH:7]=[CH:8][CH:9]=[CH:10][C:5]=2[C:4]([N:11]2[CH2:16][CH2:15][N:14]([CH2:17][CH2:18][C:19]3[CH:20]=[C:21]4[C:25](=[CH:26][C:27]=3[Cl:28])[NH:24][C:23](=[O:29])[CH2:22]4)[CH2:13][CH2:12]2)=[N:3]1.[BrH:1].Br.[S:2]1[C:6]2[CH:7]=[CH:8][CH:9]=[CH:10][C:5]=2[C:4]([N:11]2[CH2:12][CH2:13][N:14]([CH2:17][CH2:18][C:19]3[CH:20]=[C:21]4[C:25](=[CH:26][C:27]=3[Cl:28])[NH:24][C:23](=[O:29])[CH2:22]4)[CH2:15][CH2:16]2)=[N:3]1.Br. (2) Given the product [O:13]1[C:12]2([CH2:17][CH2:18][C:9]([C:4]3[C:3]([C:2]([F:20])([F:1])[F:21])=[CH:8][CH:7]=[CH:6][N:5]=3)=[CH:10][CH2:11]2)[O:16][CH2:15][CH2:14]1, predict the reactants needed to synthesize it. The reactants are: [F:1][C:2]([F:21])([F:20])[C:3]1[C:4]([C:9]2(O)[CH2:18][CH2:17][C:12]3([O:16][CH2:15][CH2:14][O:13]3)[CH2:11][CH2:10]2)=[N:5][CH:6]=[CH:7][CH:8]=1.CCN(S(F)(F)F)CC. (3) Given the product [CH3:27][O:26][C:19]1[C:18]2[N:17]=[C:16]([NH2:28])[N:15]3[N:14]=[C:13]([CH2:12][CH2:11][N:9]4[CH2:10][C:5]5[C:6](=[N:7][C:2]([N:33]6[CH2:34][CH2:35][N:30]([CH3:29])[CH2:31][CH2:32]6)=[CH:3][CH:4]=5)[CH2:8]4)[N:25]=[C:24]3[C:23]=2[CH:22]=[CH:21][CH:20]=1, predict the reactants needed to synthesize it. The reactants are: Cl[C:2]1[N:7]=[C:6]2[CH2:8][N:9]([CH2:11][CH2:12][C:13]3[N:25]=[C:24]4[N:15]([C:16]([NH2:28])=[N:17][C:18]5[C:19]([O:26][CH3:27])=[CH:20][CH:21]=[CH:22][C:23]=54)[N:14]=3)[CH2:10][C:5]2=[CH:4][CH:3]=1.[CH3:29][N:30]1[CH2:35][CH2:34][NH:33][CH2:32][CH2:31]1. (4) Given the product [C:1]([CH2:3][CH2:4][C@H:5]1[C:17]2[C:16]3[C:15]([O:18][CH:19]4[CH2:24][CH2:23][CH:22]([NH:25][C:26](=[O:32])[O:27][C:28]([CH3:29])([CH3:31])[CH3:30])[CH2:21][CH2:20]4)=[N:14][CH:13]=[N:12][C:11]=3[S:10][C:9]=2[CH2:8][CH2:7][CH2:6]1)(=[O:33])[NH2:2], predict the reactants needed to synthesize it. The reactants are: [C:1]([CH2:3][CH2:4][C@H:5]1[C:17]2[C:16]3[C:15]([O:18][CH:19]4[CH2:24][CH2:23][CH:22]([NH:25][C:26](=[O:32])[O:27][C:28]([CH3:31])([CH3:30])[CH3:29])[CH2:21][CH2:20]4)=[N:14][CH:13]=[N:12][C:11]=3[S:10][C:9]=2[CH2:8][CH2:7][CH2:6]1)#[N:2].[OH:33][Li].O.OO. (5) Given the product [F:13][C:3]1[CH:4]=[C:5]2[C:10](=[CH:11][C:2]=1[C:14]#[N:15])[N:9]=[CH:8][NH:7][C:6]2=[O:12], predict the reactants needed to synthesize it. The reactants are: Br[C:2]1[CH:11]=[C:10]2[C:5]([C:6](=[O:12])[NH:7][CH:8]=[N:9]2)=[CH:4][C:3]=1[F:13].[CH3:14][N:15](C=O)C. (6) Given the product [NH2:1][C:4]1[CH:5]=[N:6][C:7]2[C:12]([C:13]=1[NH:14][CH2:15][C:16]1([OH:20])[CH2:19][CH2:18][CH2:17]1)=[CH:11][CH:10]=[CH:9][CH:8]=2, predict the reactants needed to synthesize it. The reactants are: [N+:1]([C:4]1[CH:5]=[N:6][C:7]2[C:12]([C:13]=1[NH:14][CH2:15][C:16]1([OH:20])[CH2:19][CH2:18][CH2:17]1)=[CH:11][CH:10]=[CH:9][CH:8]=2)([O-])=O. (7) Given the product [C:1]1([C:7]2[CH:12]=[CH:11][C:10]([C:63]([O:53][CH2:51][CH3:52])=[O:64])=[C:9]([Cl:21])[CH:8]=2)[CH:6]=[CH:5][CH:4]=[CH:3][CH:2]=1, predict the reactants needed to synthesize it. The reactants are: [C:1]1([C:7]2[CH:12]=[CH:11][C:10](OS(C(F)(F)F)(=O)=O)=[C:9]([Cl:21])[CH:8]=2)[CH:6]=[CH:5][CH:4]=[CH:3][CH:2]=1.C1(P(C2C=CC=CC=2)CCCP(C2C=CC=CC=2)C2C=CC=CC=2)C=CC=CC=1.[CH2:51]([OH:53])[CH3:52].C(N(CC)CC)C.CN(C)[CH:63]=[O:64].